From a dataset of Forward reaction prediction with 1.9M reactions from USPTO patents (1976-2016). Predict the product of the given reaction. (1) Given the reactants C([CH:3]([C:7]1([CH3:20])[C:15]2[C:10](=[CH:11][CH:12]=[CH:13][C:14]=2[N+:16]([O-])=O)[NH:9][C:8]1=S)[C:4]([O-:6])=[O:5])C.[BH4-].[Na+].[CH2:23]1COC[CH2:24]1, predict the reaction product. The product is: [NH2:16][C:14]1[CH:13]=[CH:12][CH:11]=[C:10]2[C:15]=1[C:7]([CH2:3][C:4]([O:6][CH2:23][CH3:24])=[O:5])([CH3:20])[CH2:8][NH:9]2. (2) Given the reactants [CH3:1][CH:2]([OH:4])[CH3:3].[Si:5]([Cl:9])(Cl)(Cl)[Cl:6].Cl, predict the reaction product. The product is: [CH:2]([O:4][Si:5]([O:4][CH:2]([CH3:3])[CH3:1])([Cl:9])[Cl:6])([CH3:3])[CH3:1]. (3) Given the reactants O.[I-:2].[I-].[I-].[I-].[CH2:6]([C:8]1[CH:9]=[CH:10][CH:11]=[C:12]2[C:21]=1[N:20]=[C:19]1[C:14]([CH:15]=[CH:16][CH:17]=[C:18]1[CH3:22])=[S+:13]2)[CH3:7].[CH2:23]([C:25]1[CH:26]=[CH:27][CH:28]=[C:29]2[C:38]=1[N:37]=[C:36]1[C:31]([CH:32]=[CH:33][CH:34]=[C:35]1[CH3:39])=[S+:30]2)[CH3:24].[CH2:40]([C:42]1[CH:43]=[CH:44][CH:45]=[C:46]2[C:55]=1[N:54]=[C:53]1[C:48]([CH:49]=[CH:50][CH:51]=[C:52]1[CH3:56])=[S+:47]2)[CH3:41].C(C1C=CC=C2[C:72]=1[N:71]=[C:70]1C(C=CC=C1C)=[S+]2)C.C(Cl)(Cl)Cl, predict the reaction product. The product is: [I-:2].[I-:2].[I-:2].[CH3:36][N:37]([CH3:38])[C:10]1[CH:9]=[C:8]([CH2:6][CH3:7])[C:21]2[C:12]([CH:11]=1)=[S+:13][C:14]1[C:19](=[C:18]([CH3:22])[CH:17]=[CH:16][CH:15]=1)[N:20]=2.[CH3:70][N:71]([C:44]1[CH:43]=[C:42]([CH2:40][CH3:41])[C:55]2[C:46]([CH:45]=1)=[S+:47][C:48]1[C:53](=[C:52]([CH3:56])[CH:51]=[CH:50][CH:49]=1)[N:54]=2)[CH3:72].[CH3:19][N:20]([C:27]1[CH:26]=[C:25]([CH2:23][CH3:24])[C:38]2[C:29]([CH:28]=1)=[S+:30][C:31]1[C:36](=[C:35]([CH3:39])[CH:34]=[CH:33][CH:32]=1)[N:37]=2)[CH3:21]. (4) Given the reactants [Cl:1][C:2]1[CH:24]=[C:23]([CH3:25])[C:5]([O:6][C:7]2[N:15]=[C:14]([CH3:16])[CH:13]=[C:12]([NH:17][CH:18]([CH2:21][OH:22])[CH2:19][CH3:20])[C:8]=2[C:9]([NH2:11])=[O:10])=[C:4]([CH3:26])[CH:3]=1.CC(OI1(OC(C)=O)(OC(C)=O)OC(=O)C2C=CC=CC1=2)=O, predict the reaction product. The product is: [Cl:1][C:2]1[CH:3]=[C:4]([CH3:26])[C:5]([O:6][C:7]2[N:15]=[C:14]([CH3:16])[CH:13]=[C:12]([NH:17][CH:18]([CH:21]=[O:22])[CH2:19][CH3:20])[C:8]=2[C:9]([NH2:11])=[O:10])=[C:23]([CH3:25])[CH:24]=1. (5) Given the reactants [F:1][C:2]1[CH:7]=[CH:6][C:5]([OH:8])=[C:4]([C:9]([C:11]2[CH:12]=[N:13][N:14]([C:16]3[CH:21]=[CH:20][CH:19]=[CH:18][CH:17]=3)[CH:15]=2)=[O:10])[CH:3]=1.Br[CH2:23][C:24]([O:26][CH2:27][CH3:28])=[O:25], predict the reaction product. The product is: [F:1][C:2]1[CH:7]=[CH:6][C:5]([O:8][CH2:23][C:24]([O:26][CH2:27][CH3:28])=[O:25])=[C:4]([C:9]([C:11]2[CH:12]=[N:13][N:14]([C:16]3[CH:17]=[CH:18][CH:19]=[CH:20][CH:21]=3)[CH:15]=2)=[O:10])[CH:3]=1. (6) Given the reactants C(Cl)(=O)C(Cl)=O.[F:7][C:8]1[CH:13]=[CH:12][CH:11]=[CH:10][C:9]=1[C:14]1[C:19]([C:20](O)=[O:21])=[C:18]([CH3:23])[N:17]=[C:16]([N:24]2[CH2:29][CH2:28][O:27][CH2:26][CH2:25]2)[N:15]=1.[CH2:30]([NH:37][CH:38]([CH3:40])[CH3:39])[C:31]1[CH:36]=[CH:35][CH:34]=[CH:33][CH:32]=1.C(N(C(C)C)CC)(C)C, predict the reaction product. The product is: [CH2:30]([N:37]([CH:38]([CH3:40])[CH3:39])[C:20]([C:19]1[C:14]([C:9]2[CH:10]=[CH:11][CH:12]=[CH:13][C:8]=2[F:7])=[N:15][C:16]([N:24]2[CH2:25][CH2:26][O:27][CH2:28][CH2:29]2)=[N:17][C:18]=1[CH3:23])=[O:21])[C:31]1[CH:36]=[CH:35][CH:34]=[CH:33][CH:32]=1. (7) Given the reactants [CH3:1][S:2](Cl)(=[O:4])=[O:3].[CH2:6]([N:14]1[C:22]2[C:17](=[CH:18][C:19]([C:23]3[CH:24]=[C:25]([CH3:29])[CH:26]=[CH:27][CH:28]=3)=[CH:20][CH:21]=2)[C:16]([CH2:30][NH2:31])=[CH:15]1)[CH2:7][CH2:8][CH2:9][CH2:10][CH2:11][CH2:12][CH3:13].C(N(CC)CC)C, predict the reaction product. The product is: [CH2:6]([N:14]1[C:22]2[C:17](=[CH:18][C:19]([C:23]3[CH:24]=[C:25]([CH3:29])[CH:26]=[CH:27][CH:28]=3)=[CH:20][CH:21]=2)[C:16]([CH2:30][NH:31][S:2]([CH3:1])(=[O:4])=[O:3])=[CH:15]1)[CH2:7][CH2:8][CH2:9][CH2:10][CH2:11][CH2:12][CH3:13].